Dataset: Full USPTO retrosynthesis dataset with 1.9M reactions from patents (1976-2016). Task: Predict the reactants needed to synthesize the given product. (1) Given the product [CH3:11][O:12][CH:13]([O:16][CH3:17])[CH2:14][NH:15][S:2]([NH:5][C:6](=[O:7])[O:10][CH2:8][CH3:9])(=[O:4])=[O:3], predict the reactants needed to synthesize it. The reactants are: Cl[S:2]([N:5]=[C:6]=[O:7])(=[O:4])=[O:3].[CH2:8]([OH:10])[CH3:9].[CH3:11][O:12][CH:13]([O:16][CH3:17])[CH2:14][NH2:15].C(N(CC)CC)C.Cl. (2) Given the product [OH:11][C:10]12[C:4]3[C:5](=[CH:6][CH:1]=[CH:2][CH:3]=3)[C:7](=[O:8])[C:9]1([OH:12])[C:18]1[CH:17]=[CH:16][C:15]([CH3:21])=[CH:14][C:19]=1[O:20]2, predict the reactants needed to synthesize it. The reactants are: [CH:1]1[CH:6]=[C:5]2[C:7]([C:9](O)([OH:12])[C:10](=[O:11])[C:4]2=[CH:3][CH:2]=1)=[O:8].[CH:14]1[C:19]([OH:20])=[CH:18][CH:17]=[CH:16][C:15]=1[CH3:21]. (3) Given the product [O:14]1[C:10]([C:5]2[CH:6]=[CH:7][CH:8]=[CH:9][C:4]=2[CH2:3][OH:2])=[CH:11][CH:12]=[N:13]1, predict the reactants needed to synthesize it. The reactants are: C[O:2][C:3](=O)[C:4]1[CH:9]=[CH:8][CH:7]=[CH:6][C:5]=1[C:10]1[O:14][N:13]=[CH:12][CH:11]=1.[BH4-].[Li+]. (4) Given the product [CH2:11]([C:9]1[NH:8][C:7]2=[N:37][C:3]([CH3:2])=[CH:4][C:5]([CH3:30])=[C:6]2[N:10]=1)[CH3:12], predict the reactants needed to synthesize it. The reactants are: F[C:2]1[C:7]2[N:8](CC3C=CC4NC5C=CC=CC=5CCC=4C=3)[C:9]([CH2:11][CH2:12]C)=[N:10][C:6]=2[C:5]([CH3:30])=[CH:4][CH:3]=1.FC1C2NC(CCC)=[N:37]C=2C(C)=CC=1. (5) Given the product [F:34][C:33]([F:36])([F:35])[S:30]([O:17][C:16]1[C:11]2[N:10]([CH:18]3[CH2:22][CH2:21][CH2:20][CH2:19]3)[C:8]3[N:9]=[C:4]([NH2:3])[N:5]=[CH:6][C:7]=3[C:12]=2[CH:13]=[CH:14][N:15]=1)(=[O:32])=[O:31], predict the reactants needed to synthesize it. The reactants are: [H-].[Na+].[NH2:3][C:4]1[N:5]=[CH:6][C:7]2[C:12]3[CH:13]=[CH:14][NH:15][C:16](=[O:17])[C:11]=3[N:10]([CH:18]3[CH2:22][CH2:21][CH2:20][CH2:19]3)[C:8]=2[N:9]=1.C1C=CC(N([S:30]([C:33]([F:36])([F:35])[F:34])(=[O:32])=[O:31])[S:30]([C:33]([F:36])([F:35])[F:34])(=[O:32])=[O:31])=CC=1. (6) Given the product [Si:1]([O:8][CH2:9][CH2:10][CH2:11][C@@:12]1([C:29]2[CH:34]=[CH:33][CH:32]=[CH:31][CH:30]=2)[O:17][C:16](=[O:18])[N:15]([C@H:19]([C:21]2[CH:26]=[CH:25][C:24]([CH2:27][OH:35])=[CH:23][CH:22]=2)[CH3:20])[CH2:14][CH2:13]1)([C:4]([CH3:6])([CH3:5])[CH3:7])([CH3:3])[CH3:2], predict the reactants needed to synthesize it. The reactants are: [Si:1]([O:8][CH2:9][CH2:10][CH2:11][C@@:12]1([C:29]2[CH:34]=[CH:33][CH:32]=[CH:31][CH:30]=2)[O:17][C:16](=[O:18])[N:15]([C@H:19]([C:21]2[CH:26]=[CH:25][C:24]([CH:27]=C)=[CH:23][CH:22]=2)[CH3:20])[CH2:14][CH2:13]1)([C:4]([CH3:7])([CH3:6])[CH3:5])([CH3:3])[CH3:2].[O:35]=[O+][O-].[BH4-].[Na+].